Dataset: Forward reaction prediction with 1.9M reactions from USPTO patents (1976-2016). Task: Predict the product of the given reaction. (1) Given the reactants [CH3:1][CH:2]1[CH:14](O)[C:5]2=[C:6]3[C:11](=[CH:12][CH:13]=[C:4]2[CH2:3]1)[CH:10]=[CH:9][CH:8]=[CH:7]3.C1(C)C=CC(S(O)(=O)=O)=CC=1.C([O-])([O-])=O.[Na+].[Na+], predict the reaction product. The product is: [CH3:1][C:2]1[CH2:3][C:4]2[C:5]([CH:14]=1)=[C:6]1[C:11](=[CH:12][CH:13]=2)[CH:10]=[CH:9][CH:8]=[CH:7]1. (2) Given the reactants [CH2:1]([O:4][C:5]1([CH3:49])[CH2:10][CH2:9][N:8]([C:11]2[N:16]3[N:17]=[C:18]([CH2:20][N:21]4[CH:25]=[C:24]([C:26]5[CH:31]=[CH:30][CH:29]=[CH:28][C:27]=5[CH2:32][O:33][CH2:34][CH:35]=C)[N:23]=[N:22]4)[CH:19]=[C:15]3[N:14]=[C:13]([CH3:37])[C:12]=2[C@H:38]([O:44][C:45]([CH3:48])([CH3:47])[CH3:46])[C:39]([O:41][CH2:42][CH3:43])=[O:40])[CH2:7][CH2:6]1)[CH:2]=C, predict the reaction product. The product is: [C:45]([O:44][C@@H:38]([C:12]1[C:13]([CH3:37])=[N:14][C:15]2=[CH:19][C:18]3=[N:17][N:16]2[C:11]=1[N:8]1[CH2:9][CH2:10][C:5]([CH3:49])([O:4][CH2:1][CH:2]=[CH:35][CH2:34][O:33][CH2:32][C:27]2[CH:28]=[CH:29][CH:30]=[CH:31][C:26]=2[C:24]2[N:23]=[N:22][N:21]([CH:25]=2)[CH2:20]3)[CH2:6][CH2:7]1)[C:39]([O:41][CH2:42][CH3:43])=[O:40])([CH3:46])([CH3:47])[CH3:48]. (3) The product is: [Cl:1][C:2]1[CH:7]=[CH:6][C:5]([CH2:8][N:9]2[C:13]3[CH:14]([CH2:18][C:19]([OH:27])=[O:24])[CH2:15][CH2:16][CH2:17][C:12]=3[N:11]=[C:10]2[CH:21]([CH3:23])[CH3:22])=[CH:4][CH:3]=1. Given the reactants [Cl:1][C:2]1[CH:7]=[CH:6][C:5]([CH2:8][N:9]2[C:13]3[CH:14]([CH2:18][C:19]#N)[CH2:15][CH2:16][CH2:17][C:12]=3[N:11]=[C:10]2[CH:21]([CH3:23])[CH3:22])=[CH:4][CH:3]=1.[OH-:24].[K+].C[OH:27], predict the reaction product.